From a dataset of Peptide-MHC class II binding affinity with 134,281 pairs from IEDB. Regression. Given a peptide amino acid sequence and an MHC pseudo amino acid sequence, predict their binding affinity value. This is MHC class II binding data. (1) The peptide sequence is DAFIAALTEALRVIA. The MHC is DRB3_0101 with pseudo-sequence DRB3_0101. The binding affinity (normalized) is 0.765. (2) The peptide sequence is TDAATLAQEAGNFER. The MHC is HLA-DQA10501-DQB10301 with pseudo-sequence HLA-DQA10501-DQB10301. The binding affinity (normalized) is 0.0575. (3) The peptide sequence is DQVVMTSLALVGAALK. The MHC is DRB1_1301 with pseudo-sequence DRB1_1301. The binding affinity (normalized) is 0.575. (4) The peptide sequence is RWFHERGYVKLEGRV. The MHC is DRB3_0101 with pseudo-sequence DRB3_0101. The binding affinity (normalized) is 0.326. (5) The peptide sequence is EPRAPWIEQEGPEYW. The MHC is DRB1_0401 with pseudo-sequence DRB1_0401. The binding affinity (normalized) is 0.518. (6) The peptide sequence is EADYSQIPISINYRT. The MHC is HLA-DPA10103-DPB10301 with pseudo-sequence HLA-DPA10103-DPB10301. The binding affinity (normalized) is 0.372. (7) The peptide sequence is GRSEFAYGSFVRTVS. The MHC is DRB1_0301 with pseudo-sequence DRB1_0301. The binding affinity (normalized) is 0.0182. (8) The peptide sequence is GELQIVDKCDAAFKI. The MHC is DRB1_0701 with pseudo-sequence DRB1_0701. The binding affinity (normalized) is 0.301. (9) The peptide sequence is PRFLEYSTSECHF. The MHC is DRB1_1101 with pseudo-sequence DRB1_1101. The binding affinity (normalized) is 0.162.